Dataset: Full USPTO retrosynthesis dataset with 1.9M reactions from patents (1976-2016). Task: Predict the reactants needed to synthesize the given product. Given the product [OH:4][CH2:3][CH2:2][NH:1][C:10](=[O:11])[O:9][C:6]([CH3:8])([CH3:7])[CH3:5], predict the reactants needed to synthesize it. The reactants are: [NH2:1][CH2:2][CH2:3][OH:4].[CH3:5][C:6]([O:9][C:10](O[C:10]([O:9][C:6]([CH3:8])([CH3:7])[CH3:5])=[O:11])=[O:11])([CH3:8])[CH3:7].CO.